Predict the product of the given reaction. From a dataset of Forward reaction prediction with 1.9M reactions from USPTO patents (1976-2016). (1) Given the reactants [C:1]([O:5][C:6]([N:8]1[CH2:13][CH2:12][CH:11]([CH:14]2[C:27]3[CH:26]=[CH:25][C:24]([C:28]4[NH:32][N:31]=[N:30][N:29]=4)=[CH:23][C:22]=3[O:21][C:20]3[C:15]2=[CH:16][CH:17]=[CH:18][C:19]=3[O:33][CH3:34])[CH2:10][CH2:9]1)=[O:7])([CH3:4])([CH3:3])[CH3:2].[C:35]([OH:41])([C:37]([F:40])([F:39])[F:38])=[O:36].C(N(CC)C(C1C=CC2C(C3CCNCC3)C3C(OC=2C=1)=C(OC)C=CC=3)=O)C, predict the reaction product. The product is: [NH:8]1[CH2:13][CH2:12][CH:11]([CH:14]2[C:15]3[CH:16]=[CH:17][CH:18]=[C:19]([OH:33])[C:20]=3[O:21][C:22]3[C:27]2=[CH:26][CH:25]=[C:24]([C:28]2[NH:32][N:31]=[N:30][N:29]=2)[CH:23]=3)[CH2:10][CH2:9]1.[C:1]([O:5][C:6]([N:8]1[CH2:9][CH2:10][CH:11]([CH:14]2[C:27]3[CH:26]=[CH:25][C:24]([C:28]4[NH:32][N:31]=[N:30][N:29]=4)=[CH:23][C:22]=3[O:21][C:20]3[C:15]2=[CH:16][CH:17]=[CH:18][C:19]=3[O:33][CH3:34])[CH2:12][CH2:13]1)=[O:7])([CH3:4])([CH3:3])[CH3:2].[C:35]([OH:41])([C:37]([F:40])([F:39])[F:38])=[O:36]. (2) Given the reactants [NH:1]([C:3]1[CH:8]=[CH:7][CH:6]=[CH:5][N:4]=1)[NH2:2].Cl.[C:10]([O-])(O)=O.[Na+].[CH3:15][CH2:16]O, predict the reaction product. The product is: [N:1]1([C:3]2[CH:8]=[CH:7][CH:6]=[CH:5][N:4]=2)[CH:15]=[CH:16][CH:10]=[N:2]1. (3) Given the reactants [Cl:1][C:2]1[C:7]([S:8]([N:11]([O:13][CH3:14])[CH3:12])(=[O:10])=[O:9])=[C:6]([OH:15])[C:5]([NH:16][C:17]2[C:20](=[O:21])[C:19](=[O:22])[C:18]=2OCC)=[CH:4][CH:3]=1.C1(C)C=CC(S(O)(=O)=O)=CC=1.[CH3:37][C@H:38]1[O:42][C@@H:41]([C@H:43]([NH2:46])[CH2:44][CH3:45])[CH2:40][CH2:39]1, predict the reaction product. The product is: [Cl:1][C:2]1[C:7]([S:8]([N:11]([O:13][CH3:14])[CH3:12])(=[O:9])=[O:10])=[C:6]([OH:15])[C:5]([NH:16][C:17]2[C:20](=[O:21])[C:19](=[O:22])[C:18]=2[NH:46][C@@H:43]([C@H:41]2[CH2:40][CH2:39][C@@H:38]([CH3:37])[O:42]2)[CH2:44][CH3:45])=[CH:4][CH:3]=1. (4) Given the reactants [Cl:1][C:2]1[C:3]([F:35])=[C:4]([CH:32]=[CH:33][CH:34]=1)[CH2:5][NH:6][C:7]([C@@H:9]1[CH2:14][C@:13]2([CH2:15][OH:16])[C@@H:11]([CH2:12]2)[N:10]1[C:17](=[O:31])[CH2:18][N:19]1[C:23]2=N[CH:25]=[CH:26][CH:27]=[C:22]2[C:21]([C:28](=[O:30])[CH3:29])=[CH:20]1)=[O:8].[C:36](C1C2C(=CC=CC=2)N(CC(O)=O)C=1)(=O)C, predict the reaction product. The product is: [Cl:1][C:2]1[C:3]([F:35])=[C:4]([CH:32]=[CH:33][CH:34]=1)[CH2:5][NH:6][C:7]([C@@H:9]1[CH2:14][C@:13]2([CH2:15][OH:16])[C@@H:11]([CH2:12]2)[N:10]1[C:17](=[O:31])[CH2:18][N:19]1[C:23]2[C:22](=[CH:27][CH:26]=[CH:25][CH:36]=2)[C:21]([C:28](=[O:30])[CH3:29])=[CH:20]1)=[O:8]. (5) Given the reactants C([N:8]([CH2:23][CH2:24][C:25]1[CH:30]=[CH:29][C:28]([O:31][CH2:32][CH2:33][CH2:34][CH2:35][C:36]2[CH:41]=[CH:40][CH:39]=[CH:38][CH:37]=2)=[CH:27][CH:26]=1)[CH2:9][CH:10]([C:12]1[C:20]2[S:19][C:18](=[O:21])[NH:17][C:16]=2[C:15]([OH:22])=[CH:14][CH:13]=1)[OH:11])C1C=CC=CC=1, predict the reaction product. The product is: [OH:22][C:15]1[C:16]2[NH:17][C:18](=[O:21])[S:19][C:20]=2[C:12]([CH:10]([OH:11])[CH2:9][NH:8][CH2:23][CH2:24][C:25]2[CH:30]=[CH:29][C:28]([O:31][CH2:32][CH2:33][CH2:34][CH2:35][C:36]3[CH:37]=[CH:38][CH:39]=[CH:40][CH:41]=3)=[CH:27][CH:26]=2)=[CH:13][CH:14]=1.